Regression. Given two drug SMILES strings and cell line genomic features, predict the synergy score measuring deviation from expected non-interaction effect. From a dataset of NCI-60 drug combinations with 297,098 pairs across 59 cell lines. (1) Drug 1: C1=CC=C(C=C1)NC(=O)CCCCCCC(=O)NO. Drug 2: C1CN(P(=O)(OC1)NCCCl)CCCl. Cell line: M14. Synergy scores: CSS=-4.19, Synergy_ZIP=5.83, Synergy_Bliss=10.4, Synergy_Loewe=-11.7, Synergy_HSA=-0.546. (2) Drug 1: CCCS(=O)(=O)NC1=C(C(=C(C=C1)F)C(=O)C2=CNC3=C2C=C(C=N3)C4=CC=C(C=C4)Cl)F. Drug 2: CC1=C(C=C(C=C1)NC2=NC=CC(=N2)N(C)C3=CC4=NN(C(=C4C=C3)C)C)S(=O)(=O)N.Cl. Cell line: HS 578T. Synergy scores: CSS=19.1, Synergy_ZIP=13.0, Synergy_Bliss=20.4, Synergy_Loewe=12.6, Synergy_HSA=13.6. (3) Drug 1: CC1=C2C(C(=O)C3(C(CC4C(C3C(C(C2(C)C)(CC1OC(=O)C(C(C5=CC=CC=C5)NC(=O)OC(C)(C)C)O)O)OC(=O)C6=CC=CC=C6)(CO4)OC(=O)C)O)C)O. Drug 2: CC1C(C(CC(O1)OC2CC(OC(C2O)C)OC3=CC4=CC5=C(C(=O)C(C(C5)C(C(=O)C(C(C)O)O)OC)OC6CC(C(C(O6)C)O)OC7CC(C(C(O7)C)O)OC8CC(C(C(O8)C)O)(C)O)C(=C4C(=C3C)O)O)O)O. Cell line: SK-MEL-5. Synergy scores: CSS=21.7, Synergy_ZIP=5.93, Synergy_Bliss=9.39, Synergy_Loewe=8.29, Synergy_HSA=9.85. (4) Drug 1: CCC1(CC2CC(C3=C(CCN(C2)C1)C4=CC=CC=C4N3)(C5=C(C=C6C(=C5)C78CCN9C7C(C=CC9)(C(C(C8N6C=O)(C(=O)OC)O)OC(=O)C)CC)OC)C(=O)OC)O.OS(=O)(=O)O. Drug 2: COC1=NC(=NC2=C1N=CN2C3C(C(C(O3)CO)O)O)N. Cell line: HOP-62. Synergy scores: CSS=19.7, Synergy_ZIP=-3.21, Synergy_Bliss=-0.655, Synergy_Loewe=-6.24, Synergy_HSA=-0.461. (5) Drug 1: CN(C)N=NC1=C(NC=N1)C(=O)N. Drug 2: CCN(CC)CCNC(=O)C1=C(NC(=C1C)C=C2C3=C(C=CC(=C3)F)NC2=O)C. Cell line: SR. Synergy scores: CSS=-6.76, Synergy_ZIP=0.655, Synergy_Bliss=-5.47, Synergy_Loewe=-9.18, Synergy_HSA=-9.18. (6) Synergy scores: CSS=64.4, Synergy_ZIP=-5.94, Synergy_Bliss=-8.29, Synergy_Loewe=-6.10, Synergy_HSA=-3.50. Drug 2: B(C(CC(C)C)NC(=O)C(CC1=CC=CC=C1)NC(=O)C2=NC=CN=C2)(O)O. Drug 1: CN(CC1=CN=C2C(=N1)C(=NC(=N2)N)N)C3=CC=C(C=C3)C(=O)NC(CCC(=O)O)C(=O)O. Cell line: M14. (7) Drug 1: CCCS(=O)(=O)NC1=C(C(=C(C=C1)F)C(=O)C2=CNC3=C2C=C(C=N3)C4=CC=C(C=C4)Cl)F. Drug 2: CC1=C(C=C(C=C1)NC(=O)C2=CC=C(C=C2)CN3CCN(CC3)C)NC4=NC=CC(=N4)C5=CN=CC=C5. Cell line: BT-549. Synergy scores: CSS=-8.36, Synergy_ZIP=3.12, Synergy_Bliss=1.88, Synergy_Loewe=-4.43, Synergy_HSA=-3.43.